This data is from Peptide-MHC class II binding affinity with 134,281 pairs from IEDB. The task is: Regression. Given a peptide amino acid sequence and an MHC pseudo amino acid sequence, predict their binding affinity value. This is MHC class II binding data. (1) The peptide sequence is AVTFVNAPALAAERG. The MHC is DRB5_0101 with pseudo-sequence DRB5_0101. The binding affinity (normalized) is 0.717. (2) The peptide sequence is EPGHLAPTGMFVAAA. The MHC is DRB1_1501 with pseudo-sequence DRB1_1501. The binding affinity (normalized) is 0.448.